This data is from Full USPTO retrosynthesis dataset with 1.9M reactions from patents (1976-2016). The task is: Predict the reactants needed to synthesize the given product. (1) Given the product [CH3:1][O:2][C:3](=[O:34])[CH2:4][C@H:5]1[C:9]2[CH:10]=[CH:11][C:12]([O:14][C@H:15]3[C:23]4[C:18](=[C:19]([C:36]5[C:37]([CH3:49])=[CH:38][C:39]([C:43]6[N:44]([CH3:48])[CH:45]=[CH:46][N:47]=6)=[CH:40][C:41]=5[CH3:42])[CH:20]=[CH:21][C:22]=4[F:24])[CH2:17][CH2:16]3)=[CH:13][C:8]=2[O:7][CH2:6]1, predict the reactants needed to synthesize it. The reactants are: [CH3:1][O:2][C:3](=[O:34])[CH2:4][C@H:5]1[C:9]2[CH:10]=[CH:11][C:12]([O:14][C@H:15]3[C:23]4[C:18](=[C:19](B5OC(C)(C)C(C)(C)O5)[CH:20]=[CH:21][C:22]=4[F:24])[CH2:17][CH2:16]3)=[CH:13][C:8]=2[O:7][CH2:6]1.Cl[C:36]1[C:41]([CH3:42])=[CH:40][C:39]([C:43]2[N:44]([CH3:48])[CH:45]=[CH:46][N:47]=2)=[CH:38][C:37]=1[CH3:49].BrC1C=CC(F)=C2C=1CC[C@H]2OC1C=CC2[C@H](CC(OC)=O)COC=2C=1. (2) The reactants are: [Br:1][C:2]1[CH:3]=[C:4]2[C:9](=[CH:10][CH:11]=1)[N:8]=[C:7](Cl)[CH:6]=[CH:5]2.[CH3:13][O-:14].[Na+]. Given the product [Br:1][C:2]1[CH:3]=[C:4]2[C:9](=[CH:10][CH:11]=1)[N:8]=[C:7]([O:14][CH3:13])[CH:6]=[CH:5]2, predict the reactants needed to synthesize it. (3) Given the product [OH:8][CH:9]1[CH2:10][CH2:11][N:12]([C:15]2[CH:16]=[C:17]([C:25]([NH:27][C:28]3[C:29]([CH3:39])=[C:30]([CH:35]=[CH:36][C:37]=3[CH3:38])[C:31]([O:33][CH3:34])=[O:32])=[O:26])[C:18]3[C:23]([CH:24]=2)=[CH:22][CH:21]=[CH:20][CH:19]=3)[CH2:13][CH2:14]1, predict the reactants needed to synthesize it. The reactants are: [Si]([O:8][CH:9]1[CH2:14][CH2:13][N:12]([C:15]2[CH:16]=[C:17]([C:25]([NH:27][C:28]3[C:29]([CH3:39])=[C:30]([CH:35]=[CH:36][C:37]=3[CH3:38])[C:31]([O:33][CH3:34])=[O:32])=[O:26])[C:18]3[C:23]([CH:24]=2)=[CH:22][CH:21]=[CH:20][CH:19]=3)[CH2:11][CH2:10]1)(C(C)(C)C)(C)C.[N+](CCCC)(CCCC)(CCCC)CCCC.[F-]. (4) Given the product [CH3:22][N:11]([CH2:10][C:2]1[N:3]([CH2:24][CH2:25][CH2:26][N:27]2[CH2:32][CH2:31][O:30][CH2:29][CH2:28]2)[C:4]2[CH:9]=[CH:8][CH:7]=[CH:6][C:5]=2[N:1]=1)[CH:12]1[C:21]2[N:20]=[CH:19][CH:18]=[CH:17][C:16]=2[CH2:15][CH2:14][CH2:13]1, predict the reactants needed to synthesize it. The reactants are: [NH:1]1[C:5]2[CH:6]=[CH:7][CH:8]=[CH:9][C:4]=2[N:3]=[C:2]1[CH2:10][N:11]([CH3:22])[CH:12]1[C:21]2[N:20]=[CH:19][CH:18]=[CH:17][C:16]=2[CH2:15][CH2:14][CH2:13]1.Cl[CH2:24][CH2:25][CH2:26][N:27]1[CH2:32][CH2:31][O:30][CH2:29][CH2:28]1.CN(CC1N(CCN2CCCCC2)C2C=CC=CC=2N=1)C1C2N=CC=CC=2CCC1. (5) The reactants are: [N+:1]([C:4]1[CH:9]=[CH:8][C:7]([C:10]2[S:11][C:12]3[CH:18]=[C:17]([O:19][CH3:20])[CH:16]=[CH:15][C:13]=3[N:14]=2)=[C:6]([C:21]([F:24])([F:23])[F:22])[CH:5]=1)([O-])=O.O.O.[Sn](Cl)Cl.C(Cl)Cl.CCOC(C)=O. Given the product [NH2:1][C:4]1[CH:9]=[CH:8][C:7]([C:10]2[S:11][C:12]3[CH:18]=[C:17]([O:19][CH3:20])[CH:16]=[CH:15][C:13]=3[N:14]=2)=[C:6]([C:21]([F:23])([F:24])[F:22])[CH:5]=1, predict the reactants needed to synthesize it. (6) Given the product [CH3:1][C:2]1([CH3:35])[CH:7]([C:8]([OH:10])=[O:9])[CH2:6][CH:5]=[C:4]([C:12]2[N:13]=[CH:14][N:15]([C:17]3[CH:22]=[C:21]([NH:23][C:24]4[N:29]=[C:28]([C:30]([F:33])([F:31])[F:32])[CH:27]=[CH:26][N:25]=4)[CH:20]=[C:19]([CH3:34])[CH:18]=3)[CH:16]=2)[CH2:3]1, predict the reactants needed to synthesize it. The reactants are: [CH3:1][C:2]1([CH3:35])[CH:7]([C:8]([O:10]C)=[O:9])[CH2:6][CH:5]=[C:4]([C:12]2[N:13]=[CH:14][N:15]([C:17]3[CH:22]=[C:21]([NH:23][C:24]4[N:29]=[C:28]([C:30]([F:33])([F:32])[F:31])[CH:27]=[CH:26][N:25]=4)[CH:20]=[C:19]([CH3:34])[CH:18]=3)[CH:16]=2)[CH2:3]1.[OH-].[Na+].Cl. (7) Given the product [Cl:1][C:2]1[CH:7]=[CH:6][CH:5]=[CH:4][C:3]=1[C:8]1[C:16]2[O:15][CH:14]([CH2:17][N:31]([CH3:32])[CH3:30])[O:13][C:12]=2[CH:11]=[C:10]([F:29])[CH:9]=1, predict the reactants needed to synthesize it. The reactants are: [Cl:1][C:2]1[CH:7]=[CH:6][CH:5]=[CH:4][C:3]=1[C:8]1[C:16]2[O:15][CH:14]([CH2:17]OS(C3C=CC(C)=CC=3)(=O)=O)[O:13][C:12]=2[CH:11]=[C:10]([F:29])[CH:9]=1.[CH3:30][NH:31][CH3:32]. (8) Given the product [F:8][C:6]1[CH:5]=[C:4]([CH2:9][C:10]([NH:12][C@H:13]([C:15]([NH:18][CH:19]([C:24]2[NH:28][N:27]=[N:26][N:25]=2)[C:20]([O:22][CH3:23])=[O:21])=[O:17])[CH3:14])=[O:11])[CH:3]=[C:2]([F:1])[CH:7]=1, predict the reactants needed to synthesize it. The reactants are: [F:1][C:2]1[CH:3]=[C:4]([CH2:9][C:10]([NH:12][C@H:13]([C:15]([OH:17])=O)[CH3:14])=[O:11])[CH:5]=[C:6]([F:8])[CH:7]=1.[NH2:18][CH:19]([C:24]1[NH:28][N:27]=[N:26][N:25]=1)[C:20]([O:22][CH3:23])=[O:21].N1C(CC(OCC)=O)=NN=N1. (9) Given the product [N:19]1([CH2:24][CH2:25][NH:26][C:27]([C:29]2[C:33]([CH3:34])=[C:32]([CH:35]=[C:11]3[C:10]4[C:14](=[CH:15][CH:16]=[CH:17][C:9]=4[C:5]4[CH:6]=[CH:7][CH:8]=[C:3]([O:2][CH3:1])[CH:4]=4)[NH:13][C:12]3=[O:18])[NH:31][C:30]=2[CH3:37])=[O:28])[CH:23]=[CH:22][N:21]=[N:20]1, predict the reactants needed to synthesize it. The reactants are: [CH3:1][O:2][C:3]1[CH:4]=[C:5]([C:9]2[CH:17]=[CH:16][CH:15]=[C:14]3[C:10]=2[CH2:11][C:12](=[O:18])[NH:13]3)[CH:6]=[CH:7][CH:8]=1.[N:19]1([CH2:24][CH2:25][NH:26][C:27]([C:29]2[C:33]([CH3:34])=[C:32]([CH:35]=O)[NH:31][C:30]=2[CH3:37])=[O:28])[CH:23]=[CH:22][N:21]=[N:20]1. (10) Given the product [O:1]1[CH2:6][CH2:5][CH2:4][O:3][CH:2]1[CH2:7][CH2:8][N:9]1[CH2:10][CH2:11][CH:12]([NH:15][CH2:30][C:31]2[CH:36]=[CH:35][C:34]([F:37])=[CH:33][CH:32]=2)[CH2:13][CH2:14]1, predict the reactants needed to synthesize it. The reactants are: [O:1]1[CH2:6][CH2:5][CH2:4][O:3][CH:2]1[CH2:7][CH2:8][N:9]1[CH2:14][CH2:13][CH:12]([N:15]([CH2:30][C:31]2[CH:36]=[CH:35][C:34]([F:37])=[CH:33][CH:32]=2)C(=O)CC2C=CC(OCC(C)C)=CC=2)[CH2:11][CH2:10]1.C(O)C[C@H](O)C.